From a dataset of Reaction yield outcomes from USPTO patents with 853,638 reactions. Predict the reaction yield, written as a fraction of the theoretical maximum amount of product (1.0 means a 100% yield; for example, 0.34 means a 34% yield). The reactants are [Cl:1][CH2:2]C(CCl)=O.[CH2:7]([O:14][C:15]([NH:17][C@H:18]([C:26]([OH:28])=O)[CH2:19][C:20]1[CH:25]=[CH:24][CH:23]=[CH:22][CH:21]=1)=[O:16])[C:8]1[CH:13]=[CH:12][CH:11]=[CH:10][CH:9]=1.[BH4-].[Na+]. The catalyst is CO.O1CCCC1. The product is [CH2:7]([O:14][C:15]([NH:17][C@@H:18]([CH2:19][C:20]1[CH:21]=[CH:22][CH:23]=[CH:24][CH:25]=1)[C@H:26]([OH:28])[CH2:2][Cl:1])=[O:16])[C:8]1[CH:9]=[CH:10][CH:11]=[CH:12][CH:13]=1. The yield is 0.430.